This data is from Catalyst prediction with 721,799 reactions and 888 catalyst types from USPTO. The task is: Predict which catalyst facilitates the given reaction. (1) Reactant: [Cl:1][C:2]1[CH:3]=[C:4]([CH:6]=[CH:7][C:8]=1[O:9][CH3:10])[NH2:5].[Br:11][C:12](Br)([CH2:15]Br)[CH:13]=O. Product: [Br:11][C:12]1[CH:13]=[N:5][C:4]2[C:6]([CH:15]=1)=[CH:7][C:8]([O:9][CH3:10])=[C:2]([Cl:1])[CH:3]=2. The catalyst class is: 86. (2) Reactant: C[O:2][C:3]1[CH:4]=[C:5]([C:9]2[C:10]([C:36]3[CH:41]=[CH:40][N:39]=[CH:38][CH:37]=3)=[N:11][N:12]3[C:17]([C:18]4[CH:23]=[CH:22][C:21]([N:24]5[CH2:29][CH2:28][N:27]([CH3:30])[CH2:26][CH2:25]5)=[CH:20][CH:19]=4)=[C:16](C(OCC)=O)[N:15]=[N:14][C:13]=23)[CH:6]=[CH:7][CH:8]=1. Product: [CH3:30][N:27]1[CH2:26][CH2:25][N:24]([C:21]2[CH:22]=[CH:23][C:18]([C:17]3[N:12]4[N:11]=[C:10]([C:36]5[CH:41]=[CH:40][N:39]=[CH:38][CH:37]=5)[C:9]([C:5]5[CH:4]=[C:3]([OH:2])[CH:8]=[CH:7][CH:6]=5)=[C:13]4[N:14]=[N:15][CH:16]=3)=[CH:19][CH:20]=2)[CH2:29][CH2:28]1. The catalyst class is: 61. (3) Reactant: [OH:1][C:2]1[CH:9]=[C:8]([O:10][CH3:11])[C:5]([CH:6]=[O:7])=[C:4]([O:12][CH3:13])[CH:3]=1.[CH2:14](O)[C:15]1[CH:20]=[CH:19][CH:18]=[CH:17][CH:16]=1.C(P(CCCC)CCCC)CCC.N(C(N1CCCCC1)=O)=NC(N1CCCCC1)=O. Product: [CH2:14]([O:1][C:2]1[CH:3]=[C:4]([O:12][CH3:13])[C:5]([CH:6]=[O:7])=[C:8]([O:10][CH3:11])[CH:9]=1)[C:15]1[CH:20]=[CH:19][CH:18]=[CH:17][CH:16]=1. The catalyst class is: 305. (4) Reactant: [O:1]1[CH:6]([C:7]([N:9]2[CH2:14][CH2:13][N:12]([C:15]3[CH:22]=[CH:21][C:20]([F:23])=[CH:19][C:16]=3[CH:17]=[O:18])[CH2:11][CH2:10]2)=O)[CH2:5][O:4][C:3]2[CH:24]=[CH:25][CH:26]=[CH:27][C:2]1=2.[H-].[H-].[H-].[H-].[Li+].[Al+3]. Product: [O:1]1[CH:6]([CH2:7][N:9]2[CH2:10][CH2:11][N:12]([C:15]3[CH:22]=[CH:21][C:20]([F:23])=[CH:19][C:16]=3[CH2:17][OH:18])[CH2:13][CH2:14]2)[CH2:5][O:4][C:3]2[CH:24]=[CH:25][CH:26]=[CH:27][C:2]1=2. The catalyst class is: 1. (5) Reactant: [NH2:1][CH2:2][CH2:3][CH2:4][CH2:5][N:6]([C:18]1[CH:23]=[CH:22][N:21]=[C:20]([NH:24][CH:25]([CH3:29])[CH2:26][O:27][CH3:28])[N:19]=1)[C:7]([C:9]1[CH:10]=[CH:11][C:12]2[O:16][CH2:15][CH2:14][C:13]=2[CH:17]=1)=[O:8].N1C=CC=CC=1.[C:36](Cl)(=[O:38])[CH3:37]. Product: [C:36]([NH:1][CH2:2][CH2:3][CH2:4][CH2:5][N:6]([C:18]1[CH:23]=[CH:22][N:21]=[C:20]([NH:24][CH:25]([CH3:29])[CH2:26][O:27][CH3:28])[N:19]=1)[C:7]([C:9]1[CH:10]=[CH:11][C:12]2[O:16][CH2:15][CH2:14][C:13]=2[CH:17]=1)=[O:8])(=[O:38])[CH3:37]. The catalyst class is: 2. (6) Product: [NH2:10][C@H:11]([CH3:12])[C@H:13]([OH:26])[CH2:14][O:15][Si:16]([CH:17]([CH3:19])[CH3:18])([CH:23]([CH3:25])[CH3:24])[CH:20]([CH3:22])[CH3:21]. The catalyst class is: 178. Reactant: C(OC(=O)[NH:10][C@@H:11]([C@H:13]([OH:26])[CH2:14][O:15][Si:16]([CH:23]([CH3:25])[CH3:24])([CH:20]([CH3:22])[CH3:21])[CH:17]([CH3:19])[CH3:18])[CH3:12])C1C=CC=CC=1.